This data is from Reaction yield outcomes from USPTO patents with 853,638 reactions. The task is: Predict the reaction yield, written as a fraction of the theoretical maximum amount of product (1.0 means a 100% yield; for example, 0.34 means a 34% yield). (1) The reactants are [CH2:1]([Zn]CC)C.ICI.[Br:9][C:10]1[CH:15]=[CH:14][C:13]([Cl:16])=[C:12]([CH2:17][C:18]2[CH:23]=[CH:22][C:21]([O:24][CH2:25][CH:26]([O:28][CH:29]=[CH2:30])[CH3:27])=[CH:20][CH:19]=2)[CH:11]=1. The catalyst is ClCCl. The product is [Br:9][C:10]1[CH:15]=[CH:14][C:13]([Cl:16])=[C:12]([CH2:17][C:18]2[CH:23]=[CH:22][C:21]([O:24][CH2:25][CH:26]([O:28][CH:29]3[CH2:1][CH2:30]3)[CH3:27])=[CH:20][CH:19]=2)[CH:11]=1. The yield is 0.660. (2) The reactants are [CH3:1][N:2]1[CH:6]=[C:5]([NH2:7])[CH:4]=[N:3]1.[Si]([O:15][CH2:16][C@@H:17]([N:26]1[CH:31]=[CH:30][C:29]([C:32]2[CH:37]=[CH:36][N:35]=[C:34](S(C)(=O)=O)[N:33]=2)=[CH:28][C:27]1=[O:42])[C:18]1[CH:23]=[CH:22][C:21]([Cl:24])=[C:20]([F:25])[CH:19]=1)(C(C)(C)C)(C)C. The catalyst is C(O)(CC)C. The product is [Cl:24][C:21]1[CH:22]=[CH:23][C:18]([C@H:17]([N:26]2[CH:31]=[CH:30][C:29]([C:32]3[CH:37]=[CH:36][N:35]=[C:34]([NH:7][C:5]4[CH:4]=[N:3][N:2]([CH3:1])[CH:6]=4)[N:33]=3)=[CH:28][C:27]2=[O:42])[CH2:16][OH:15])=[CH:19][C:20]=1[F:25]. The yield is 0.260. (3) The reactants are [CH2:1]([O:3][C:4]([C:6]1([C:18]([CH3:26])([CH3:25])[O:19][SiH2:20][C:21]([CH3:24])([CH3:23])[CH3:22])[CH2:10][CH2:9][N:8](CC2C=CC=CC=2)[CH2:7]1)=[O:5])[CH3:2].C([O-])=O.[NH4+]. The catalyst is CO.O.[Pd]. The yield is 0.840. The product is [CH2:1]([O:3][C:4]([C:6]1([C:18]([CH3:25])([CH3:26])[O:19][SiH2:20][C:21]([CH3:24])([CH3:23])[CH3:22])[CH2:10][CH2:9][NH:8][CH2:7]1)=[O:5])[CH3:2]. (4) The product is [CH3:12][C:13]1([CH3:18])[CH2:16][O:11][B:9]([C:6]2[CH:5]=[CH:4][C:3]([CH:1]=[O:2])=[CH:8][CH:7]=2)[O:10][CH2:14]1. The reactants are [CH:1]([C:3]1[CH:8]=[CH:7][C:6]([B:9]([OH:11])[OH:10])=[CH:5][CH:4]=1)=[O:2].[CH3:12][C:13]([CH3:18])([CH2:16]O)[CH2:14]O. The catalyst is O1CCCC1. The yield is 0.950.